This data is from Full USPTO retrosynthesis dataset with 1.9M reactions from patents (1976-2016). The task is: Predict the reactants needed to synthesize the given product. (1) Given the product [C:37]([O:39][CH2:40][CH2:41][O:24][C:21]1[CH:22]=[CH:23][C:18]([C:16](=[O:17])[CH2:15][CH2:14][C:12]2[N:13]=[C:9]([C:3]3[CH:4]=[CH:5][C:6]([Cl:8])=[CH:7][C:2]=3[OH:1])[O:10][C:11]=2[CH:26]([CH3:28])[CH3:27])=[CH:19][C:20]=1[CH3:25])(=[O:38])[CH3:36], predict the reactants needed to synthesize it. The reactants are: [OH:1][C:2]1[CH:7]=[C:6]([Cl:8])[CH:5]=[CH:4][C:3]=1[C:9]1[O:10][C:11]([CH:26]([CH3:28])[CH3:27])=[C:12]([CH2:14][CH2:15][C:16]([C:18]2[CH:23]=[CH:22][C:21]([OH:24])=[C:20]([CH3:25])[CH:19]=2)=[O:17])[N:13]=1.C(=O)([O-])[O-].[K+].[K+].Br[CH2:36][C:37]([O:39][CH2:40][CH3:41])=[O:38]. (2) Given the product [C:20]([Si:17]([O:16][C@@H:11]1[C:12]2[C:8](=[C:7]([CH:2]3[CH2:4][CH2:3]3)[CH:15]=[CH:14][CH:13]=2)[CH2:9][CH2:10]1)([CH3:19])[CH3:18])([CH3:23])([CH3:22])[CH3:21], predict the reactants needed to synthesize it. The reactants are: [Br-].[CH:2]1([Zn+])[CH2:4][CH2:3]1.Br[C:7]1[CH:15]=[CH:14][CH:13]=[C:12]2[C:8]=1[CH2:9][CH2:10][C@@H:11]2[O:16][Si:17]([C:20]([CH3:23])([CH3:22])[CH3:21])([CH3:19])[CH3:18].C1(P(C2CCCCC2)C2C=CC=CC=2C2C(OC)=CC=CC=2OC)CCCCC1.